This data is from Reaction yield outcomes from USPTO patents with 853,638 reactions. The task is: Predict the reaction yield, written as a fraction of the theoretical maximum amount of product (1.0 means a 100% yield; for example, 0.34 means a 34% yield). No catalyst specified. The yield is 0.180. The product is [CH:1]1[C:10]2[C@H:11]3[CH2:16][N:15]([CH2:18][CH2:19][CH2:20][C:21]([C:23]4[CH:28]=[CH:27][N:26]=[CH:25][CH:24]=4)=[O:22])[CH2:14][CH2:13][C@H:12]3[N:8]3[C:9]=2[C:4]([CH2:5][CH2:6][CH2:7]3)=[CH:3][CH:2]=1. The reactants are [CH:1]1[C:10]2[C@H:11]3[CH2:16][NH:15][CH2:14][CH2:13][C@H:12]3[N:8]3[C:9]=2[C:4]([CH2:5][CH2:6][CH2:7]3)=[CH:3][CH:2]=1.Cl[CH2:18][CH2:19][CH2:20][C:21]([C:23]1[CH:28]=[CH:27][N:26]=[CH:25][CH:24]=1)=[O:22].C([O-])([O-])=O.[K+].[K+].